From a dataset of Full USPTO retrosynthesis dataset with 1.9M reactions from patents (1976-2016). Predict the reactants needed to synthesize the given product. (1) Given the product [C:47]([O:46][C:44](=[O:45])[NH:51][CH2:52][CH2:53][C:54](=[O:56])[N:14]([CH2:15][C:16]1[CH:24]=[CH:23][CH:22]=[C:21]2[C:17]=1[CH2:18][N:19]([CH:26]1[CH2:31][CH2:30][C:29](=[O:32])[NH:28][C:27]1=[O:33])[C:20]2=[O:25])[CH3:13])([CH3:48])([CH3:49])[CH3:50], predict the reactants needed to synthesize it. The reactants are: N12CCCN=C1CCCCC2.Cl.[CH3:13][NH:14][CH2:15][C:16]1[CH:24]=[CH:23][CH:22]=[C:21]2[C:17]=1[CH2:18][N:19]([CH:26]1[CH2:31][CH2:30][C:29](=[O:32])[NH:28][C:27]1=[O:33])[C:20]2=[O:25].ON1C2C=CC=CC=2N=N1.[C:44]([NH:51][CH2:52][CH2:53][C:54]([OH:56])=O)([O:46][C:47]([CH3:50])([CH3:49])[CH3:48])=[O:45].Cl.CN(C)CCCN=C=NCC. (2) Given the product [NH2:19][C:13]1[CH:14]=[CH:15][C:16]([F:18])=[CH:17][C:12]=1[NH:11][C:9]1[N:8]=[C:7]2[C:3]([NH:4][C:5](=[O:29])[N:6]2[C@H:22]2[CH2:23][CH2:24][C@H:25]([OH:28])[CH2:26][CH2:27]2)=[C:2]([Cl:1])[N:10]=1, predict the reactants needed to synthesize it. The reactants are: [Cl:1][C:2]1[N:10]=[C:9]([NH:11][C:12]2[CH:17]=[C:16]([F:18])[CH:15]=[CH:14][C:13]=2[N+:19]([O-])=O)[N:8]=[C:7]2[C:3]=1[NH:4][C:5](=[O:29])[N:6]2[C@H:22]1[CH2:27][CH2:26][C@H:25]([OH:28])[CH2:24][CH2:23]1.O.CCO.[NH4+].[OH-]. (3) Given the product [CH:19]1([CH2:22][O:23][C:11](=[O:12])[NH:10][C:8](=[O:9])[CH:7]([C:1]2[CH:6]=[CH:5][CH:4]=[CH:3][CH:2]=2)[C:13]2[CH:18]=[CH:17][CH:16]=[CH:15][CH:14]=2)[CH2:21][CH2:20]1, predict the reactants needed to synthesize it. The reactants are: [C:1]1([CH:7]([C:13]2[CH:18]=[CH:17][CH:16]=[CH:15][CH:14]=2)[C:8]([N:10]=[C:11]=[O:12])=[O:9])[CH:6]=[CH:5][CH:4]=[CH:3][CH:2]=1.[CH:19]1([CH2:22][OH:23])[CH2:21][CH2:20]1. (4) Given the product [F:16][C:17]1[CH:18]=[CH:19][C:20]([CH:23]([OH:27])[CH2:24][N:25]([CH3:26])[S:10]([C:9]2[C:5]3[CH2:4][CH2:3][CH:2]([CH3:1])[C:14](=[O:15])[C:6]=3[S:7][CH:8]=2)(=[O:12])=[O:11])=[CH:21][CH:22]=1, predict the reactants needed to synthesize it. The reactants are: [CH3:1][CH:2]1[C:14](=[O:15])[C:6]2[S:7][CH:8]=[C:9]([S:10](Cl)(=[O:12])=[O:11])[C:5]=2[CH2:4][CH2:3]1.[F:16][C:17]1[CH:22]=[CH:21][C:20]([CH:23]([OH:27])[CH2:24][NH:25][CH3:26])=[CH:19][CH:18]=1. (5) Given the product [CH2:1]([O:3][C:4]([C:6]1[C:7]([CH3:38])=[C:8]2[C:13](=[CH:14][C:15]=1[CH3:16])[N:12]=[C:11]([CH2:17][O:18][C:19](=[O:75])[NH:53][CH2:49][CH3:45])[N:10]([C:26]1[CH:31]=[CH:30][CH:29]=[CH:28][C:27]=1[S:32](=[O:36])(=[O:35])[NH:33][CH3:34])[C:9]2=[O:37])=[O:5])[CH3:2], predict the reactants needed to synthesize it. The reactants are: [CH2:1]([O:3][C:4]([C:6]1[C:7]([CH3:38])=[C:8]2[C:13](=[CH:14][C:15]=1[CH3:16])[N:12]=[C:11]([CH2:17][O:18][CH2:19]C1C=CC=CC=1)[N:10]([C:26]1[CH:31]=[CH:30][CH:29]=[CH:28][C:27]=1[S:32](=[O:36])(=[O:35])[NH:33][CH3:34])[C:9]2=[O:37])=[O:5])[CH3:2].C(OC(=O)C1C(C)=C[C:49]([NH:53]C(=O)COCC2C=CC=CC=2)=[C:45](C(O)=O)C=1C)C.NC1C=CC=CC=1S(NC)(=O)=[O:75].P(Cl)(Cl)Cl.C([O-])(O)=O.[Na+]. (6) The reactants are: [F:1][C:2]1[CH:7]=[CH:6][C:5]([CH2:8][C:9](=O)[CH3:10])=[CH:4][CH:3]=1.[C-:12]#[N:13].[Na+].[Cl-].[NH4+:16]. Given the product [NH2:16][C:9]([CH3:10])([CH2:8][C:5]1[CH:6]=[CH:7][C:2]([F:1])=[CH:3][CH:4]=1)[C:12]#[N:13], predict the reactants needed to synthesize it. (7) Given the product [F:1][C:2]1[CH:10]=[C:9]2[C:5]([CH2:6][CH2:7][NH:8]2)=[CH:4][C:3]=1[C:18]1[CH:19]=[N:20][N:21]([CH3:23])[CH:22]=1, predict the reactants needed to synthesize it. The reactants are: [F:1][C:2]1[CH:10]=[C:9]2[C:5]([CH2:6][CH2:7][N:8]2C(OC(C)(C)C)=O)=[CH:4][C:3]=1[C:18]1[CH:19]=[N:20][N:21]([CH3:23])[CH:22]=1.Cl. (8) Given the product [CH2:3]1[C:4]2[C:9](=[CH:8][CH:7]=[CH:6][CH:5]=2)[CH2:1][CH:2]1[CH2:10][OH:11], predict the reactants needed to synthesize it. The reactants are: [CH2:1]1[C:9]2[C:4](=[CH:5][CH:6]=[CH:7][CH:8]=2)[CH2:3][CH:2]1[C:10](O)=[O:11].[H-].[H-].[H-].[H-].[Li+].[Al+3]. (9) Given the product [CH2:22]([O:21][C:19]([NH:1][C@H:2]1[CH2:7][CH2:6][N:5]([C:8]([O:10][C:11]([CH3:12])([CH3:13])[CH3:14])=[O:9])[CH2:4][C@H:3]1[O:15][CH2:16][CH3:17])=[O:20])[C:23]1[CH:28]=[CH:27][CH:26]=[CH:25][CH:24]=1, predict the reactants needed to synthesize it. The reactants are: [NH2:1][C@H:2]1[CH2:7][CH2:6][N:5]([C:8]([O:10][C:11]([CH3:14])([CH3:13])[CH3:12])=[O:9])[CH2:4][C@H:3]1[O:15][CH2:16][CH3:17].Cl[C:19]([O:21][CH2:22][C:23]1[CH:28]=[CH:27][CH:26]=[CH:25][CH:24]=1)=[O:20]. (10) Given the product [OH:41][CH2:40][CH2:39][O:38][C:37]1[CH:36]=[C:35]([NH:34][CH:27]([C:28]2[CH:33]=[CH:32][CH:31]=[CH:30][CH:29]=2)[C:8]([C:10]2[C:18]3[C:13](=[C:14]([CH3:19])[CH:15]=[CH:16][CH:17]=3)[NH:12][CH:11]=2)=[O:9])[CH:44]=[C:43]([O:45][CH3:46])[CH:42]=1, predict the reactants needed to synthesize it. The reactants are: C(N(CC)CC)C.[CH:8]([C:10]1[C:18]2[C:13](=[C:14]([CH3:19])[CH:15]=[CH:16][CH:17]=2)[N:12](C(OC(C)(C)C)=O)[CH:11]=1)=[O:9].[CH:27](=[N:34][C:35]1[CH:36]=[C:37]([CH:42]=[C:43]([O:45][CH3:46])[CH:44]=1)[O:38][CH2:39][CH2:40][OH:41])[C:28]1[CH:33]=[CH:32][CH:31]=[CH:30][CH:29]=1.